Dataset: Aqueous solubility values for 9,982 compounds from the AqSolDB database. Task: Regression/Classification. Given a drug SMILES string, predict its absorption, distribution, metabolism, or excretion properties. Task type varies by dataset: regression for continuous measurements (e.g., permeability, clearance, half-life) or binary classification for categorical outcomes (e.g., BBB penetration, CYP inhibition). For this dataset (solubility_aqsoldb), we predict Y. (1) The molecule is CC(=O)C=CC(=O)O. The Y is -0.233 log mol/L. (2) The molecule is CC(C)C(Br)C(=O)O. The Y is -1.10 log mol/L.